From a dataset of Forward reaction prediction with 1.9M reactions from USPTO patents (1976-2016). Predict the product of the given reaction. (1) Given the reactants C(OC([N:8]1[CH2:13][CH2:12][C:11]([C:20](=[O:29])[NH:21][CH2:22][C:23]2[CH:28]=[CH:27][CH:26]=[CH:25][CH:24]=2)([C:14]2[CH:19]=[CH:18][CH:17]=[CH:16][CH:15]=2)[CH2:10][CH2:9]1)=O)(C)(C)C.[Br:30][C:31]1[C:32](=[O:45])[N:33]([C:39]2[CH:44]=[CH:43][CH:42]=[CH:41][CH:40]=2)[N:34]([CH3:38])[C:35]=1[CH2:36]Br.C(N(C(C)C)CC)(C)C, predict the reaction product. The product is: [CH2:22]([NH:21][C:20]([C:11]1([C:14]2[CH:19]=[CH:18][CH:17]=[CH:16][CH:15]=2)[CH2:10][CH2:9][N:8]([CH2:36][C:35]2[N:34]([CH3:38])[N:33]([C:39]3[CH:40]=[CH:41][CH:42]=[CH:43][CH:44]=3)[C:32](=[O:45])[C:31]=2[Br:30])[CH2:13][CH2:12]1)=[O:29])[C:23]1[CH:28]=[CH:27][CH:26]=[CH:25][CH:24]=1. (2) Given the reactants Br[CH2:2][CH2:3][CH:4]([C:17]1[CH:22]=[CH:21][C:20]([C:23](=[O:28])[C:24]([OH:27])([CH3:26])[CH3:25])=[CH:19][CH:18]=1)[C:5]1[CH:10]=[CH:9][C:8]([C:11](=[O:16])[C:12]([OH:15])([CH3:14])[CH3:13])=[CH:7][CH:6]=1.[P:29]([O:36]CC)([O:33][CH2:34]C)[O:30][CH2:31]C, predict the reaction product. The product is: [CH3:31][O:30][P:29]([CH2:2][CH2:3][CH:4]([C:17]1[CH:22]=[CH:21][C:20]([C:23](=[O:28])[C:24]([OH:27])([CH3:26])[CH3:25])=[CH:19][CH:18]=1)[C:5]1[CH:10]=[CH:9][C:8]([C:11](=[O:16])[C:12]([CH3:14])([OH:15])[CH3:13])=[CH:7][CH:6]=1)(=[O:36])[O:33][CH3:34]. (3) Given the reactants [CH3:1][O:2][C:3]1[CH:4]=[C:5]2[C:10](=[CH:11][C:12]=1[O:13][CH3:14])[N:9]=[CH:8][CH:7]=[C:6]2[O:15][C:16]1[CH:22]=[CH:21][C:19]([NH2:20])=[C:18]([CH3:23])[C:17]=1[CH3:24].C1(C)C=CC=CC=1.C(N(CC)CC)C.Cl[C:40](Cl)([O:42]C(=O)OC(Cl)(Cl)Cl)Cl.[Br:51][C:52]1[CH:60]=[CH:59][CH:58]=[CH:57][C:53]=1[CH:54]([OH:56])[CH3:55], predict the reaction product. The product is: [CH3:1][O:2][C:3]1[CH:4]=[C:5]2[C:10](=[CH:11][C:12]=1[O:13][CH3:14])[N:9]=[CH:8][CH:7]=[C:6]2[O:15][C:16]1[CH:22]=[CH:21][C:19]([NH:20][C:40](=[O:42])[O:56][CH:54]([C:53]2[CH:57]=[CH:58][CH:59]=[CH:60][C:52]=2[Br:51])[CH3:55])=[C:18]([CH3:23])[C:17]=1[CH3:24]. (4) The product is: [CH3:16][O:17][C:2]([CH3:1])([CH2:9][CH3:10])[CH2:3][CH2:4][CH2:5][C:6](=[O:8])[CH3:7]. Given the reactants [CH3:1][C:2]([CH2:9][CH3:10])=[CH:3][CH2:4][CH2:5][C:6](=[O:8])[CH3:7].S(=O)(=O)(O)O.[CH3:16][OH:17], predict the reaction product. (5) Given the reactants C[N:2]1[CH2:7][CH2:6][N:5]([C:8]2[CH:9]=[CH:10][CH:11]=[C:12]3[C:17]=2[N:16]=[CH:15][C:14]([S:18]([C:21]2[CH:26]=[CH:25][CH:24]=[CH:23][CH:22]=2)(=[O:20])=[O:19])=[CH:13]3)[CH2:4][CH2:3]1.[Cl:27]C(OC(Cl)C)=O.C(N(CC)C(C)C)(C)C, predict the reaction product. The product is: [ClH:27].[C:21]1([S:18]([C:14]2[CH:15]=[N:16][C:17]3[C:12]([CH:13]=2)=[CH:11][CH:10]=[CH:9][C:8]=3[N:5]2[CH2:6][CH2:7][NH:2][CH2:3][CH2:4]2)(=[O:20])=[O:19])[CH:22]=[CH:23][CH:24]=[CH:25][CH:26]=1.